The task is: Predict the reaction yield, written as a fraction of the theoretical maximum amount of product (1.0 means a 100% yield; for example, 0.34 means a 34% yield).. This data is from Reaction yield outcomes from USPTO patents with 853,638 reactions. (1) The reactants are Cl[C:2]1[N:10]=[C:9](Cl)[CH:8]=[CH:7][C:3]=1[C:4]([NH2:6])=[O:5].[NH2:12][C:13]1[CH:18]=[CH:17][C:16]([NH:19][C:20](=[O:25])[C:21]([CH3:24])([CH3:23])[CH3:22])=[CH:15][CH:14]=1.C(O[C:31](=[O:38])[NH:32][C@@H:33]1[CH2:37][CH2:36][NH:35][CH2:34]1)(C)(C)C.[C:39](O)(=O)[CH:40]=C. No catalyst specified. The product is [C:31]([NH:32][C@H:33]1[CH2:37][CH2:36][N:35]([C:2]2[N:10]=[C:9]([NH:12][C:13]3[CH:14]=[CH:15][C:16]([NH:19][C:20](=[O:25])[C:21]([CH3:22])([CH3:24])[CH3:23])=[CH:17][CH:18]=3)[CH:8]=[CH:7][C:3]=2[C:4]([NH2:6])=[O:5])[CH2:34]1)(=[O:38])[CH:39]=[CH2:40]. The yield is 0.0500. (2) The reactants are N(C(C)=O)(CNC(C)=O)CNC(C)=O.C=O.O.[C:18]([OH:21])(=[O:20])[CH3:19].N(CC(O)=O)CC(O)=O.[C:31]([NH:34][CH2:35][C:36]([OH:38])=[O:37])(=[O:33])[CH3:32]. The catalyst is COCCOC. The product is [C:31]([N:34]([CH2:35][C:36]([OH:38])=[O:37])[CH2:19][C:18]([OH:21])=[O:20])(=[O:33])[CH3:32]. The yield is 0.930.